Dataset: Forward reaction prediction with 1.9M reactions from USPTO patents (1976-2016). Task: Predict the product of the given reaction. (1) Given the reactants [CH2:1]([O:3][C:4]1[C:5]([N+:23]([O-])=O)=[CH:6][C:7]([CH3:22])=[C:8]([N:10]2[CH2:15][CH2:14][CH:13]([CH2:16][CH2:17][S:18]([CH3:21])(=[O:20])=[O:19])[CH2:12][CH2:11]2)[CH:9]=1)[CH3:2], predict the reaction product. The product is: [CH2:1]([O:3][C:4]1[CH:9]=[C:8]([N:10]2[CH2:11][CH2:12][CH:13]([CH2:16][CH2:17][S:18]([CH3:21])(=[O:20])=[O:19])[CH2:14][CH2:15]2)[C:7]([CH3:22])=[CH:6][C:5]=1[NH2:23])[CH3:2]. (2) The product is: [Br:1][C:2]1[CH:8]=[CH:7][C:6]([CH3:9])=[C:5]2[C:3]=1[N:4]=[CH:14][CH:12]=[CH:11]2. Given the reactants [Br:1][C:2]1[CH:8]=[CH:7][C:6]([CH3:9])=[CH:5][C:3]=1[NH2:4].O[CH2:11][CH:12]([CH2:14]O)O.[N+](C1C=CC=CC=1)([O-])=O, predict the reaction product. (3) Given the reactants Cl.[NH2:2][CH2:3][C:4]([NH2:6])=[O:5].[OH-].[K+].[CH:9]1([CH2:15][C@H:16]([NH:19][C:20](=[O:26])[O:21][C:22]([CH3:25])([CH3:24])[CH3:23])[CH:17]=O)[CH2:14][CH2:13][CH2:12][CH2:11][CH2:10]1.C([BH3-])#N.[Na+], predict the reaction product. The product is: [C:4]([CH2:3][NH:2][CH2:17][C@@H:16]([NH:19][C:20](=[O:26])[O:21][C:22]([CH3:25])([CH3:24])[CH3:23])[CH2:15][CH:9]1[CH2:14][CH2:13][CH2:12][CH2:11][CH2:10]1)(=[O:5])[NH2:6]. (4) Given the reactants [CH:1]1([CH2:4][S:5]([N:8]2[CH2:13][CH2:12][CH2:11][CH:10]([NH:14][C:15]3[C:20]([C:21]4[N:22]=[C:23]5[CH:29]=[CH:28][N:27](COCC[Si](C)(C)C)[C:24]5=[N:25][CH:26]=4)=[CH:19][CH:18]=[C:17]([CH3:38])[N:16]=3)[CH2:9]2)(=[O:7])=[O:6])[CH2:3][CH2:2]1.[F-].C([N+](CCCC)(CCCC)CCCC)CCC.C(N)CN, predict the reaction product. The product is: [CH:1]1([CH2:4][S:5]([N:8]2[CH2:13][CH2:12][CH2:11][CH:10]([NH:14][C:15]3[C:20]([C:21]4[N:22]=[C:23]5[CH:29]=[CH:28][NH:27][C:24]5=[N:25][CH:26]=4)=[CH:19][CH:18]=[C:17]([CH3:38])[N:16]=3)[CH2:9]2)(=[O:6])=[O:7])[CH2:3][CH2:2]1. (5) Given the reactants C(N(CC)CC)C.[CH:8]1[CH:13]=[CH:12][C:11]([C@H:14]([NH2:17])[CH2:15][OH:16])=[CH:10][CH:9]=1.Br[CH2:19][C:20]([O:22][C:23]([CH3:26])([CH3:25])[CH3:24])=[O:21].[Cl-].[NH4+], predict the reaction product. The product is: [OH:16][CH2:15][C@@H:14]([NH:17][CH2:19][C:20]([O:22][C:23]([CH3:26])([CH3:25])[CH3:24])=[O:21])[C:11]1[CH:12]=[CH:13][CH:8]=[CH:9][CH:10]=1.